Predict the reaction yield, written as a fraction of the theoretical maximum amount of product (1.0 means a 100% yield; for example, 0.34 means a 34% yield). From a dataset of Reaction yield outcomes from USPTO patents with 853,638 reactions. (1) The reactants are [F:1][C:2]1[C:3]([N+:16]([O-])=O)=[CH:4][C:5]([N+:13]([O-])=O)=[C:6]([CH:8]=[CH:9]N(C)C)[CH:7]=1. The catalyst is CCO.[Ni]. The product is [F:1][C:2]1[CH:7]=[C:6]2[C:5](=[CH:4][C:3]=1[NH2:16])[NH:13][CH:9]=[CH:8]2. The yield is 0.160. (2) The reactants are [Cl:1][C:2]1[C:9]([NH:10][C:11]2[CH:16]=[CH:15][CH:14]=[CH:13][C:12]=2[CH3:17])=[N:8][CH:7]=[C:6]([Cl:18])[C:3]=1[C:4]#[N:5].[C:19](OC(=O)C)(=[O:21])[CH3:20]. No catalyst specified. The product is [Cl:1][C:2]1[C:9]([N:10]([C:11]2[CH:16]=[CH:15][CH:14]=[CH:13][C:12]=2[CH3:17])[C:19](=[O:21])[CH3:20])=[N:8][CH:7]=[C:6]([Cl:18])[C:3]=1[C:4]#[N:5]. The yield is 0.870. (3) The reactants are O=C1C2C(=CC=CC=2)C(=O)[N:3]1[O:12][C@@H:13]1[CH2:17][CH2:16][N:15]([C:18]([O:20][C:21]([CH3:24])([CH3:23])[CH3:22])=[O:19])[CH2:14]1.O[C@@H]1CCN(C(OC(C)(C)C)=O)C1.NN. The catalyst is CO. The product is [NH2:3][O:12][C@@H:13]1[CH2:17][CH2:16][N:15]([C:18]([O:20][C:21]([CH3:24])([CH3:23])[CH3:22])=[O:19])[CH2:14]1. The yield is 0.783. (4) The reactants are [N:1]([C@H:4]([C:6]1[CH:11]=[CH:10][CH:9]=[C:8]([N+:12]([O-:14])=[O:13])[CH:7]=1)[CH3:5])=[N+]=[N-].C1(P(C2C=CC=CC=2)C2C=CC=CC=2)C=CC=CC=1. The catalyst is C1(C)C=CC=CC=1.O.C(OCC)(=O)C. The product is [N+:12]([C:8]1[CH:7]=[C:6]([C@@H:4]([NH2:1])[CH3:5])[CH:11]=[CH:10][CH:9]=1)([O-:14])=[O:13]. The yield is 0.920. (5) The reactants are [CH2:1]([S:3]([C:5]1[CH:6]=[C:7]([C:21]2[N:26]=[C:25]([CH3:27])[N:24]=[C:23]([N:28]([CH2:38][C:39]3[CH:44]=[CH:43][C:42]([O:45][CH3:46])=[CH:41][CH:40]=3)[CH2:29][C:30]3[CH:35]=[CH:34][C:33]([O:36][CH3:37])=[CH:32][CH:31]=3)[N:22]=2)[C:8]([NH:11][C:12]2[CH:13]=[N:14][C:15]([O:19][CH3:20])=[C:16]([F:18])[CH:17]=2)=[N:9][CH:10]=1)=[O:4])[CH3:2].O.S(O)([O-])(=O)=[O:49].S(O)(OO)(=O)=O.[K+]. The catalyst is CO.O1CCOCC1. The product is [CH2:1]([S:3]([C:5]1[CH:6]=[C:7]([C:21]2[N:26]=[C:25]([CH3:27])[N:24]=[C:23]([N:28]([CH2:29][C:30]3[CH:35]=[CH:34][C:33]([O:36][CH3:37])=[CH:32][CH:31]=3)[CH2:38][C:39]3[CH:40]=[CH:41][C:42]([O:45][CH3:46])=[CH:43][CH:44]=3)[N:22]=2)[C:8]([NH:11][C:12]2[CH:13]=[N:14][C:15]([O:19][CH3:20])=[C:16]([F:18])[CH:17]=2)=[N:9][CH:10]=1)(=[O:49])=[O:4])[CH3:2]. The yield is 0.716. (6) The reactants are Cl.Cl[CH2:3][C:4]1[CH:13]=[CH:12][C:11]2[C:6](=[CH:7][CH:8]=[CH:9][CH:10]=2)[N:5]=1.[CH2:14]([NH2:17])[CH2:15][NH2:16].C(=O)([O-])[O-].[K+].[K+]. The catalyst is C(#N)C. The product is [N:5]1[C:6]2[C:11](=[CH:10][CH:9]=[CH:8][CH:7]=2)[CH:12]=[CH:13][C:4]=1[CH2:3][N:16]([CH2:3][C:4]1[CH:13]=[CH:12][C:11]2[C:6](=[CH:7][CH:8]=[CH:9][CH:10]=2)[N:5]=1)[CH2:15][CH2:14][N:17]([CH2:3][C:4]1[CH:13]=[CH:12][C:11]2[C:6](=[CH:7][CH:8]=[CH:9][CH:10]=2)[N:5]=1)[CH2:3][C:4]1[CH:13]=[CH:12][C:11]2[C:6](=[CH:7][CH:8]=[CH:9][CH:10]=2)[N:5]=1. The yield is 0.890. (7) The reactants are [OH:1][CH:2]1[CH2:7][CH2:6][CH2:5][CH2:4][CH:3]1[NH:8][S:9]([CH:12]([CH3:14])[CH3:13])(=[O:11])=[O:10].[Cr](Cl)([O-])(=O)=O.[NH+]1C=CC=CC=1. The catalyst is C(Cl)Cl. The product is [CH3:14][CH:12]([S:9]([NH:8][CH:3]1[CH2:4][CH2:5][CH2:6][CH2:7][C:2]1=[O:1])(=[O:11])=[O:10])[CH3:13]. The yield is 0.590.